Dataset: Full USPTO retrosynthesis dataset with 1.9M reactions from patents (1976-2016). Task: Predict the reactants needed to synthesize the given product. (1) Given the product [O:36]=[C:16]([N:17]1[CH2:21][CH2:20][CH2:19][C@H:18]1[C:22](=[O:35])[NH:23][C:24]1[CH:29]=[CH:28][CH:27]=[C:26]([O:30][C:31]([F:34])([F:33])[F:32])[CH:25]=1)[CH2:15][N:8]1[C:9]2[C:14](=[CH:13][CH:12]=[CH:11][CH:10]=2)[C:6]([C:4]([OH:5])=[O:3])=[CH:7]1, predict the reactants needed to synthesize it. The reactants are: C([O:3][C:4]([C:6]1[C:14]2[C:9](=[CH:10][CH:11]=[CH:12][CH:13]=2)[N:8]([CH2:15][C:16](=[O:36])[N:17]2[CH2:21][CH2:20][CH2:19][C@H:18]2[C:22](=[O:35])[NH:23][C:24]2[CH:29]=[CH:28][CH:27]=[C:26]([O:30][C:31]([F:34])([F:33])[F:32])[CH:25]=2)[CH:7]=1)=[O:5])C.[OH-].[Na+]. (2) Given the product [CH3:1][O:2][C:3](=[O:11])[C:4]1[CH:9]=[CH:8][CH:7]=[CH:6][C:5]=1[C:27]#[C:26][C:23]1[CH:24]=[CH:25][C:20]([Br:19])=[CH:21][CH:22]=1, predict the reactants needed to synthesize it. The reactants are: [CH3:1][O:2][C:3](=[O:11])[C:4]1[CH:9]=[CH:8][CH:7]=[CH:6][C:5]=1I.C(N(CC)CC)C.[Br:19][C:20]1[CH:25]=[CH:24][C:23]([C:26]#[CH:27])=[CH:22][CH:21]=1.